Dataset: Forward reaction prediction with 1.9M reactions from USPTO patents (1976-2016). Task: Predict the product of the given reaction. (1) Given the reactants [NH2:1][CH2:2][CH:3]1[CH2:8][CH2:7][CH2:6][N:5]([C:9]2[CH:14]=[CH:13][CH:12]=[CH:11][C:10]=2[CH2:15][C:16]([O:18][CH3:19])=[O:17])[CH2:4]1.[F:20][C:21]([F:38])([F:37])[C:22]1[CH:27]=[CH:26][C:25]([C:28]2[S:29][C:30]([C:34](O)=[O:35])=[C:31]([CH3:33])[N:32]=2)=[CH:24][CH:23]=1, predict the reaction product. The product is: [F:38][C:21]([F:20])([F:37])[C:22]1[CH:23]=[CH:24][C:25]([C:28]2[S:29][C:30]([C:34]([NH:1][CH2:2][CH:3]3[CH2:8][CH2:7][CH2:6][N:5]([C:9]4[CH:14]=[CH:13][CH:12]=[CH:11][C:10]=4[CH2:15][C:16]([O:18][CH3:19])=[O:17])[CH2:4]3)=[O:35])=[C:31]([CH3:33])[N:32]=2)=[CH:26][CH:27]=1. (2) Given the reactants [CH3:1][O:2][CH2:3][CH2:4][O:5][C:6]1[C:7]([CH3:39])=[C:8]([C:12]2[C:13]3[CH:20]=[C:19]([CH2:21][O:22][C:23]4[N:28]=[CH:27][C:26]([C@@H:29]([C:36]#[C:37][CH3:38])[CH2:30][C:31]([O:33]CC)=[O:32])=[CH:25][CH:24]=4)[CH:18]=[CH:17][C:14]=3[S:15][CH:16]=2)[CH:9]=[CH:10][CH:11]=1.[Li+].[OH-].Cl, predict the reaction product. The product is: [CH3:1][O:2][CH2:3][CH2:4][O:5][C:6]1[C:7]([CH3:39])=[C:8]([C:12]2[C:13]3[CH:20]=[C:19]([CH2:21][O:22][C:23]4[N:28]=[CH:27][C:26]([C@@H:29]([C:36]#[C:37][CH3:38])[CH2:30][C:31]([OH:33])=[O:32])=[CH:25][CH:24]=4)[CH:18]=[CH:17][C:14]=3[S:15][CH:16]=2)[CH:9]=[CH:10][CH:11]=1. (3) The product is: [CH:29]([C:27]([NH:26][CH:23]1[CH2:24][CH2:25][CH:20]([CH2:19][NH:18][C:16]([NH2:15])=[S:17])[CH2:21][CH2:22]1)=[O:28])([CH3:31])[CH3:30]. Given the reactants C([O-])([O-])=O.[K+].[K+].C([NH:15][C:16]([NH:18][CH2:19][CH:20]1[CH2:25][CH2:24][CH:23]([NH:26][C:27]([CH:29]([CH3:31])[CH3:30])=[O:28])[CH2:22][CH2:21]1)=[S:17])(=O)C1C=CC=CC=1, predict the reaction product. (4) Given the reactants [CH3:1][N:2]1[CH:6]=[CH:5][N:4]=[CH:3]1.[Br:7][CH2:8][CH2:9][CH2:10][CH2:11][CH2:12][CH2:13][CH2:14][CH2:15][CH2:16][CH2:17][CH2:18][CH2:19][CH2:20][CH2:21][CH2:22][CH2:23][CH2:24][CH2:25][CH2:26][CH2:27][CH2:28][CH3:29], predict the reaction product. The product is: [Br-:7].[CH2:8]([N+:4]1[CH:5]=[CH:6][N:2]([CH3:1])[CH:3]=1)[CH2:9][CH2:10][CH2:11][CH2:12][CH2:13][CH2:14][CH2:15][CH2:16][CH2:17][CH2:18][CH2:19][CH2:20][CH2:21][CH2:22][CH2:23][CH2:24][CH2:25][CH2:26][CH2:27][CH2:28][CH3:29]. (5) Given the reactants [F:1][C:2]1[CH:7]=[CH:6][C:5]([N:8]2[CH:12]=[C:11]([CH2:13][OH:14])[N:10]=[N:9]2)=[CH:4][CH:3]=1, predict the reaction product. The product is: [F:1][C:2]1[CH:3]=[CH:4][C:5]([N:8]2[CH:12]=[C:11]([CH:13]=[O:14])[N:10]=[N:9]2)=[CH:6][CH:7]=1. (6) Given the reactants [F:1][C:2]1[CH:7]=[C:6](B2OC(C)(C)C(C)(C)O2)[CH:5]=[CH:4][C:3]=1[C:17]1[N:18]=[CH:19][C:20]([NH2:23])=[N:21][CH:22]=1.Br[C:25]1[CH:30]=[CH:29][CH:28]=[CH:27][C:26]=1[S:31]([N:34]1[CH2:39][CH2:38][N:37]2[CH2:40][CH2:41][CH2:42][CH:36]2[CH2:35]1)(=[O:33])=[O:32], predict the reaction product. The product is: [F:1][C:2]1[CH:7]=[C:6]([C:25]2[CH:30]=[CH:29][CH:28]=[CH:27][C:26]=2[S:31]([N:34]2[CH2:39][CH2:38][N:37]3[CH2:40][CH2:41][CH2:42][CH:36]3[CH2:35]2)(=[O:32])=[O:33])[CH:5]=[CH:4][C:3]=1[C:17]1[N:18]=[CH:19][C:20]([NH2:23])=[N:21][CH:22]=1. (7) Given the reactants [F:1][C:2]1[CH:7]=[CH:6][C:5]([N:8]2[C:16]3[C:11](=[CH:12][C:13](/[C:17](=[CH:24]\[CH:25]([CH3:27])[CH3:26])/[C:18]([CH3:23])([CH3:22])[C:19](O)=[O:20])=[CH:14][CH:15]=3)[CH:10]=[N:9]2)=[CH:4][CH:3]=1.[S:28]1[CH:32]=[N:31][N:30]=[C:29]1[NH2:33], predict the reaction product. The product is: [F:1][C:2]1[CH:7]=[CH:6][C:5]([N:8]2[C:16]3[C:11](=[CH:12][C:13](/[C:17](=[CH:24]\[CH:25]([CH3:26])[CH3:27])/[C:18]([CH3:23])([CH3:22])[C:19]([NH:33][C:29]4[S:28][CH:32]=[N:31][N:30]=4)=[O:20])=[CH:14][CH:15]=3)[CH:10]=[N:9]2)=[CH:4][CH:3]=1. (8) The product is: [F:1][C:2]([F:34])([F:33])[C:3]1[CH:4]=[C:5]([C@H:13]2[O:18][C:17](=[O:19])[N:16]([CH2:20][C:21]3[CH:26]=[C:25]([C:27]([F:30])([F:29])[F:28])[CH:24]=[CH:23][C:22]=3[C:38]3[CH:39]=[C:40]([C:43]4([CH2:46][OH:47])[CH2:44][CH2:45]4)[CH:41]=[CH:42][C:37]=3[O:36][CH3:35])[C@@H:15]([CH3:32])[CH2:14]2)[CH:6]=[C:7]([C:9]([F:12])([F:11])[F:10])[CH:8]=1. Given the reactants [F:1][C:2]([F:34])([F:33])[C:3]1[CH:4]=[C:5]([C@H:13]2[O:18][C:17](=[O:19])[N:16]([CH2:20][C:21]3[CH:26]=[C:25]([C:27]([F:30])([F:29])[F:28])[CH:24]=[CH:23][C:22]=3I)[C@@H:15]([CH3:32])[CH2:14]2)[CH:6]=[C:7]([C:9]([F:12])([F:11])[F:10])[CH:8]=1.[CH3:35][O:36][C:37]1[CH:42]=[CH:41][C:40]([C:43]2([CH2:46][OH:47])[CH2:45][CH2:44]2)=[CH:39][C:38]=1B1OC(C)(C)C(C)(C)O1.C([O-])([O-])=O.[K+].[K+], predict the reaction product. (9) Given the reactants [CH2:1]([O:3][CH:4]([C:8]1[CH:13]=[CH:12][C:11]([O:14][CH3:15])=[CH:10][C:9]=1[F:16])[C:5]([OH:7])=O)[CH3:2].Cl.[NH2:18][CH2:19][C:20]1[CH:27]=[CH:26][C:23]([C:24]#[N:25])=[CH:22][C:21]=1[OH:28], predict the reaction product. The product is: [C:24]([C:23]1[CH:26]=[CH:27][C:20]([CH2:19][NH:18][C:5](=[O:7])[CH:4]([O:3][CH2:1][CH3:2])[C:8]2[CH:13]=[CH:12][C:11]([O:14][CH3:15])=[CH:10][C:9]=2[F:16])=[C:21]([OH:28])[CH:22]=1)#[N:25].